Dataset: Peptide-MHC class I binding affinity with 185,985 pairs from IEDB/IMGT. Task: Regression. Given a peptide amino acid sequence and an MHC pseudo amino acid sequence, predict their binding affinity value. This is MHC class I binding data. (1) The peptide sequence is GFAAYNRYR. The MHC is HLA-A33:01 with pseudo-sequence HLA-A33:01. The binding affinity (normalized) is 0.152. (2) The peptide sequence is FIYFGKKQY. The MHC is HLA-A01:01 with pseudo-sequence HLA-A01:01. The binding affinity (normalized) is 0.435.